Predict which catalyst facilitates the given reaction. From a dataset of Catalyst prediction with 721,799 reactions and 888 catalyst types from USPTO. (1) Reactant: [OH:1][C:2]1[CH:12]=[CH:11][CH:10]=[C:4]2[C:5]([O:7][C:8](=[O:9])[C:3]=12)=[O:6].CN(C)CCN(C)C.[S:21]1[CH:25]=[CH:24][CH:23]=[CH:22]1. Product: [OH:1][C:2]1[CH:12]=[CH:11][CH:10]=[C:4]([C:5](=[O:6])[C:22]2[S:21][CH:25]=[CH:24][CH:23]=2)[C:3]=1[C:8]([OH:7])=[O:9]. The catalyst class is: 2. (2) Reactant: [CH3:1][C:2]1[CH:7]=[C:6]([N+:8]([O-:10])=[O:9])[CH:5]=[CH:4][C:3]=1[CH2:11][C:12]#[N:13].Br[CH:15](Br)[CH3:16].[OH-].[Na+].Cl. Product: [CH3:1][C:2]1[CH:7]=[C:6]([N+:8]([O-:10])=[O:9])[CH:5]=[CH:4][C:3]=1[C:11]1([C:12]#[N:13])[CH2:16][CH2:15]1. The catalyst class is: 572. (3) The catalyst class is: 401. Reactant: [F:1][C:2]1[C:10]([N+:11]([O-])=O)=[CH:9][CH:8]=[CH:7][C:3]=1[C:4]([O-:6])=[O:5].[Cl-].[NH4+].[CH3:16]O. Product: [NH2:11][C:10]1[C:2]([F:1])=[C:3]([CH:7]=[CH:8][CH:9]=1)[C:4]([O:6][CH3:16])=[O:5].